Dataset: Forward reaction prediction with 1.9M reactions from USPTO patents (1976-2016). Task: Predict the product of the given reaction. (1) Given the reactants Cl[C:2]1[CH:7]=[C:6]([C:8]2[CH:13]=[C:12]([Br:14])[CH:11]=[CH:10][C:9]=2[O:15][CH2:16][CH3:17])[N:5]=[C:4]([NH2:18])[N:3]=1.[NH2:19][C:20]1[CH:21]=[N:22][C:23]([C:26]([F:29])([F:28])[F:27])=[CH:24][CH:25]=1, predict the reaction product. The product is: [Br:14][C:12]1[CH:11]=[CH:10][C:9]([O:15][CH2:16][CH3:17])=[C:8]([C:6]2[N:5]=[C:4]([NH2:18])[N:3]=[C:2]([NH:19][C:20]3[CH:21]=[N:22][C:23]([C:26]([F:29])([F:27])[F:28])=[CH:24][CH:25]=3)[CH:7]=2)[CH:13]=1. (2) Given the reactants [F:1][C:2]1[CH:7]=[CH:6][C:5]([CH2:8][CH2:9][C:10]([OH:12])=O)=[CH:4][CH:3]=1.S(Cl)([Cl:15])=O.C1(C)C=CC=CC=1, predict the reaction product. The product is: [F:1][C:2]1[CH:7]=[CH:6][C:5]([CH2:8][CH2:9][C:10]([Cl:15])=[O:12])=[CH:4][CH:3]=1. (3) The product is: [N:17]([CH:8]([C:5]1[CH:6]=[CH:7][C:2]([F:1])=[C:3]([N:11]2[CH2:16][CH2:15][O:14][CH2:13][CH2:12]2)[CH:4]=1)[CH3:9])=[N+:18]=[N-:19]. Given the reactants [F:1][C:2]1[CH:7]=[CH:6][C:5]([CH:8](O)[CH3:9])=[CH:4][C:3]=1[N:11]1[CH2:16][CH2:15][O:14][CH2:13][CH2:12]1.[N-:17]=[N+:18]=[N-:19].C1CCN2C(=NCCC2)CC1, predict the reaction product. (4) Given the reactants [C:1]([C:3]1[CH:4]=[C:5](B(O)O)[CH:6]=[CH:7][CH:8]=1)#[N:2].Br[C:13]1[CH:14]=[C:15]([C:20]2[O:21][C:22]3[CH:28]=[CH:27][CH:26]=[CH:25][C:23]=3[N:24]=2)[CH:16]=[CH:17][C:18]=1[CH3:19].C1(P(C2C=CC=CC=2)C2C=CC=CC=2)C=CC=CC=1.C(=O)([O-])[O-].[K+].[K+], predict the reaction product. The product is: [O:21]1[C:22]2[CH:28]=[CH:27][CH:26]=[CH:25][C:23]=2[N:24]=[C:20]1[C:15]1[CH:16]=[CH:17][C:18]([CH3:19])=[C:13]([C:7]2[CH:6]=[CH:5][CH:4]=[C:3]([C:1]#[N:2])[CH:8]=2)[CH:14]=1. (5) Given the reactants [CH2:1]([C:4]1[CH:9]=[CH:8][C:7]([CH2:10][C:11]([OH:13])=O)=[CH:6][CH:5]=1)[CH2:2][CH3:3].CCN(CC)CC.CN(C(ON1N=NC2C=CC=CC1=2)=[N+](C)C)C.[B-](F)(F)(F)F.C([O-])(=O)C.[O:47]=[C:48]1[C@@H:51]([NH3+:52])[CH2:50][NH:49]1, predict the reaction product. The product is: [O:47]=[C:48]1[C@@H:51]([NH:52][C:11](=[O:13])[CH2:10][C:7]2[CH:6]=[CH:5][C:4]([CH2:1][CH2:2][CH3:3])=[CH:9][CH:8]=2)[CH2:50][NH:49]1. (6) Given the reactants [CH3:1][CH:2]([CH3:17])[CH2:3][CH2:4][S:5][C:6]1[CH:11]=[CH:10][CH:9]=[CH:8][C:7]=1/[CH:12]=[CH:13]/[C:14]([OH:16])=O.[NH2:18][CH:19]1[CH2:24][CH2:23][CH2:22][CH2:21][CH:20]1[OH:25], predict the reaction product. The product is: [OH:25][CH:20]1[CH2:21][CH2:22][CH2:23][CH2:24][CH:19]1[NH:18][C:14](=[O:16])/[CH:13]=[CH:12]/[C:7]1[CH:8]=[CH:9][CH:10]=[CH:11][C:6]=1[S:5][CH2:4][CH2:3][CH:2]([CH3:1])[CH3:17]. (7) Given the reactants [OH:1][CH2:2][CH2:3][N:4]1[CH:8]=[C:7]([NH:9][C:10]2[CH:18]=[C:17]([N:19]3[C:27]4[CH2:26][C:25]([CH3:29])([CH3:28])[CH2:24][C:23](=[O:30])[C:22]=4[C:21]([CH3:31])=[N:20]3)[CH:16]=[CH:15][C:11]=2[C:12]([NH2:14])=[O:13])[CH:6]=[N:5]1.C(N(C(C)C)CC)(C)C.[CH3:41][S:42](Cl)(=[O:44])=[O:43].O, predict the reaction product. The product is: [C:12]([C:11]1[CH:15]=[CH:16][C:17]([N:19]2[C:27]3[CH2:26][C:25]([CH3:28])([CH3:29])[CH2:24][C:23](=[O:30])[C:22]=3[C:21]([CH3:31])=[N:20]2)=[CH:18][C:10]=1[NH:9][C:7]1[CH:6]=[N:5][N:4]([CH2:3][CH2:2][O:1][S:42]([CH3:41])(=[O:44])=[O:43])[CH:8]=1)(=[O:13])[NH2:14]. (8) Given the reactants [Cl:1][C:2]1[C:7]([C:8]2[CH:13]=[CH:12][CH:11]=[CH:10][CH:9]=2)=[N:6][N:5]=[C:4]2[NH:14][N:15]=[C:16]([C:17]3[CH:22]=[CH:21][CH:20]=[CH:19][CH:18]=3)[C:3]=12.[O:23]1[CH2:28][CH2:27][CH:26](O)[CH2:25][CH2:24]1, predict the reaction product. The product is: [Cl:1][C:2]1[C:7]([C:8]2[CH:9]=[CH:10][CH:11]=[CH:12][CH:13]=2)=[N:6][N:5]=[C:4]2[N:14]([CH:26]3[CH2:27][CH2:28][O:23][CH2:24][CH2:25]3)[N:15]=[C:16]([C:17]3[CH:18]=[CH:19][CH:20]=[CH:21][CH:22]=3)[C:3]=12. (9) The product is: [Cl:31][C:28]1[CH:29]=[CH:30][C:25]([C:22]2[S:23][CH:24]=[C:20]([CH2:19][S:18][C:4]3[C:5]([C:16]#[N:17])=[C:6]([N:10]4[CH2:15][CH2:14][CH2:13][CH2:12][CH2:11]4)[C:7]([C:8]#[N:9])=[C:2]([O:33][CH3:32])[N:3]=3)[N:21]=2)=[CH:26][CH:27]=1. Given the reactants Cl[C:2]1[C:7]([C:8]#[N:9])=[C:6]([N:10]2[CH2:15][CH2:14][CH2:13][CH2:12][CH2:11]2)[C:5]([C:16]#[N:17])=[C:4]([S:18][CH2:19][C:20]2[N:21]=[C:22]([C:25]3[CH:30]=[CH:29][C:28]([Cl:31])=[CH:27][CH:26]=3)[S:23][CH:24]=2)[N:3]=1.[CH3:32][O-:33].[Na+].O, predict the reaction product. (10) Given the reactants [OH:1][C:2](C(F)(F)F)=O.[NH2:8][CH2:9][CH2:10][C:11]1[CH:16]=[CH:15][C:14]([N:17]2[S:21](=[O:23])(=[O:22])[N:20](CC[Si](C)(C)C)[C:19](=[O:30])[CH2:18]2)=[C:13]([O:31]CC2C=CC=CC=2)[CH:12]=1.C(N(C(C)C)CC)(C)C.ClC(Cl)(OC(=O)OC(Cl)(Cl)Cl)Cl, predict the reaction product. The product is: [OH:31][C:13]1[CH:12]=[C:11]([CH2:10][CH2:9][N:8]=[C:2]=[O:1])[CH:16]=[CH:15][C:14]=1[N:17]1[S:21](=[O:22])(=[O:23])[NH:20][C:19](=[O:30])[CH2:18]1.